From a dataset of Full USPTO retrosynthesis dataset with 1.9M reactions from patents (1976-2016). Predict the reactants needed to synthesize the given product. (1) The reactants are: [Br:1][C:2]1[CH:14]=[CH:13][C:12]2[C:11]3[C:6](=[CH:7][C:8]([Br:15])=[CH:9][CH:10]=3)[NH:5][C:4]=2[CH:3]=1.Br[CH2:17][CH2:18][CH2:19][CH2:20][CH2:21][CH2:22][CH2:23][CH2:24][CH2:25][CH2:26][CH2:27][CH2:28][CH2:29][CH2:30][CH2:31][CH3:32].[OH-].[Na+]. Given the product [Br:1][C:2]1[CH:14]=[CH:13][C:12]2[C:11]3[C:6](=[CH:7][C:8]([Br:15])=[CH:9][CH:10]=3)[N:5]([CH2:32][CH2:31][CH2:30][CH2:29][CH2:28][CH2:27][CH2:26][CH2:25][CH2:24][CH2:23][CH2:22][CH2:21][CH2:20][CH2:19][CH2:18][CH3:17])[C:4]=2[CH:3]=1, predict the reactants needed to synthesize it. (2) Given the product [C:1]([O:5][C:6]([C@@H:8]([C@@H:12]([C:16]1[CH:17]=[CH:18][C:19]([C:22]([F:23])([F:24])[F:25])=[CH:20][CH:21]=1)/[CH:13]=[CH:14]/[CH3:15])[C:9]([O:11][CH3:29])=[O:10])=[O:7])([CH3:2])([CH3:3])[CH3:4], predict the reactants needed to synthesize it. The reactants are: [C:1]([O:5][C:6]([C@@H:8]([C@@H:12]([C:16]1[CH:21]=[CH:20][C:19]([C:22]([F:25])([F:24])[F:23])=[CH:18][CH:17]=1)/[CH:13]=[CH:14]/[CH3:15])[C:9]([OH:11])=[O:10])=[O:7])([CH3:4])([CH3:3])[CH3:2].CO.[Si](C=[N+]=[N-])(C)(C)[CH3:29]. (3) Given the product [NH2:19][C:10]1[C:9]2[N:8]=[C:7]([CH2:20][CH3:21])[N:6]([CH2:5][CH2:4][CH2:3][CH2:2][NH:1][C:22](=[O:29])[C:23]3[CH:28]=[CH:27][CH:26]=[CH:25][CH:24]=3)[C:18]=2[C:17]2[CH:16]=[CH:15][CH:14]=[CH:13][C:12]=2[N:11]=1, predict the reactants needed to synthesize it. The reactants are: [NH2:1][CH2:2][CH2:3][CH2:4][CH2:5][N:6]1[C:18]2[C:17]3[CH:16]=[CH:15][CH:14]=[CH:13][C:12]=3[N:11]=[C:10]([NH2:19])[C:9]=2[N:8]=[C:7]1[CH2:20][CH3:21].[C:22](Cl)(=[O:29])[C:23]1[CH:28]=[CH:27][CH:26]=[CH:25][CH:24]=1. (4) Given the product [C:2]1([C:1]2([C:9]3[CH:18]=[CH:17][C:12]([C:13]([O:15][CH3:16])=[O:14])=[CH:11][CH:10]=3)[S:26][CH2:23][CH2:24][S:25]2)[CH:7]=[CH:6][CH:5]=[CH:4][CH:3]=1, predict the reactants needed to synthesize it. The reactants are: [C:1]([C:9]1[CH:18]=[CH:17][C:12]([C:13]([O:15][CH3:16])=[O:14])=[CH:11][CH:10]=1)(=O)[C:2]1[CH:7]=[CH:6][CH:5]=[CH:4][CH:3]=1.B(F)(F)F.[CH2:23]([SH:26])[CH2:24][SH:25]. (5) Given the product [F:17][C:14]([F:15])([F:16])[C:13]([C:6]1[C:7]([CH3:12])=[N:8][C:9]2[C:4]([C:5]=1[C:19]1[CH:24]=[CH:23][C:22]([S:25]([CH3:28])(=[O:27])=[O:26])=[CH:21][CH:20]=1)=[CH:3][C:2]([N:29]1[CH2:33][CH2:32][CH2:31][CH2:30]1)=[CH:11][CH:10]=2)=[O:18], predict the reactants needed to synthesize it. The reactants are: Br[C:2]1[CH:3]=[C:4]2[C:9](=[CH:10][CH:11]=1)[N:8]=[C:7]([CH3:12])[C:6]([C:13](=[O:18])[C:14]([F:17])([F:16])[F:15])=[C:5]2[C:19]1[CH:24]=[CH:23][C:22]([S:25]([CH3:28])(=[O:27])=[O:26])=[CH:21][CH:20]=1.[NH:29]1[CH2:33][CH2:32][CH2:31][CH2:30]1. (6) Given the product [CH3:11][O:10][C:7]1[CH:8]=[CH:9][C:2]([O:1][CH2:24][CH2:23][O:22][S:19]([CH3:18])(=[O:21])=[O:20])=[C:3]([CH:6]=1)[CH:4]=[O:5], predict the reactants needed to synthesize it. The reactants are: [OH:1][C:2]1[CH:9]=[CH:8][C:7]([O:10][CH3:11])=[CH:6][C:3]=1[CH:4]=[O:5].C(=O)([O-])[O-].[Cs+].[Cs+].[CH3:18][S:19]([O:22][CH2:23][CH2:24]OS(C)(=O)=O)(=[O:21])=[O:20]. (7) Given the product [Br:31][C:32]1[CH:39]=[CH:38][CH:37]=[CH:36][C:33]=1[CH2:34][N:9]1[C:10](=[O:23])[C:11]([C:14]([NH:16][CH2:17][C:18]([OH:20])=[O:19])=[O:15])=[C:12]([OH:13])[N:7]([CH:1]2[CH2:2][CH2:3][CH2:4][CH2:5][CH2:6]2)[C:8]1=[O:24], predict the reactants needed to synthesize it. The reactants are: [CH:1]1([N:7]2[C:12]([OH:13])=[C:11]([C:14]([NH:16][CH2:17][C:18]([O:20]CC)=[O:19])=[O:15])[C:10](=[O:23])[NH:9][C:8]2=[O:24])[CH2:6][CH2:5][CH2:4][CH2:3][CH2:2]1.C(=O)([O-])[O-].[K+].[K+].[Br:31][C:32]1[CH:39]=[CH:38][CH:37]=[CH:36][C:33]=1[CH2:34]Br.Cl.